Task: Predict which catalyst facilitates the given reaction.. Dataset: Catalyst prediction with 721,799 reactions and 888 catalyst types from USPTO (1) Reactant: [Cl:1][C:2]1[CH:7]=[CH:6][C:5]([S:8]([NH:11][C:12]2[C:13]([C:19]([N:21]3[CH2:26][CH2:25][C:24](=[O:27])[CH2:23][CH2:22]3)=[O:20])=[N:14][CH:15]=[C:16]([Cl:18])[CH:17]=2)(=[O:10])=[O:9])=[CH:4][C:3]=1[C:28]([F:31])([F:30])[F:29].[BH4-].[Na+].O. Product: [Cl:1][C:2]1[CH:7]=[CH:6][C:5]([S:8]([NH:11][C:12]2[C:13]([C:19]([N:21]3[CH2:22][CH2:23][CH:24]([OH:27])[CH2:25][CH2:26]3)=[O:20])=[N:14][CH:15]=[C:16]([Cl:18])[CH:17]=2)(=[O:9])=[O:10])=[CH:4][C:3]=1[C:28]([F:31])([F:29])[F:30]. The catalyst class is: 5. (2) Reactant: [C:1]([N:8]1[CH2:11][CH:10]([OH:12])[CH2:9]1)([O:3][C:4]([CH3:7])([CH3:6])[CH3:5])=[O:2].CC(C)([O-])C.[K+].C1COCC1.[Br:24][C:25]1[CH:30]=[CH:29][C:28]([F:31])=[CH:27][C:26]=1F. Product: [Br:24][C:25]1[CH:30]=[CH:29][C:28]([F:31])=[CH:27][C:26]=1[O:12][CH:10]1[CH2:11][N:8]([C:1]([O:3][C:4]([CH3:7])([CH3:6])[CH3:5])=[O:2])[CH2:9]1. The catalyst class is: 3.